This data is from Reaction yield outcomes from USPTO patents with 853,638 reactions. The task is: Predict the reaction yield, written as a fraction of the theoretical maximum amount of product (1.0 means a 100% yield; for example, 0.34 means a 34% yield). (1) The reactants are C[O:2][C:3](=[O:29])[CH2:4][CH2:5][CH2:6][CH2:7][CH2:8][CH2:9][N:10]1[C:19]2[C:14]([C:15](=[O:22])[N:16]([CH3:21])[C:17](=[O:20])[N:18]=2)=[N:13][C:12]2[CH:23]=[C:24]([CH3:28])[C:25]([CH3:27])=[CH:26][C:11]1=2.[OH-].[Na+].C1COCC1.Cl. The catalyst is O. The product is [CH3:21][N:16]1[C:15](=[O:22])[C:14]2[C:19]([N:10]([CH2:9][CH2:8][CH2:7][CH2:6][CH2:5][CH2:4][C:3]([OH:29])=[O:2])[C:11]3[CH:26]=[C:25]([CH3:27])[C:24]([CH3:28])=[CH:23][C:12]=3[N:13]=2)=[N:18][C:17]1=[O:20]. The yield is 0.170. (2) The reactants are [C:1]1([O:11][CH2:12][C:13]([O:15]CC)=O)[C:10]2[C:5](=[CH:6][CH:7]=[CH:8][CH:9]=2)[CH:4]=[CH:3][CH:2]=1.[NH2:18][CH2:19][CH:20]([OH:32])[CH2:21][N:22]1[CH2:31][CH2:30][C:29]2[C:24](=[CH:25][CH:26]=[CH:27][CH:28]=2)[CH2:23]1. The catalyst is CCO. The product is [CH2:23]1[C:24]2[C:29](=[CH:28][CH:27]=[CH:26][CH:25]=2)[CH2:30][CH2:31][N:22]1[CH2:21][CH:20]([OH:32])[CH2:19][NH:18][C:13](=[O:15])[CH2:12][O:11][C:1]1[C:10]2[C:5](=[CH:6][CH:7]=[CH:8][CH:9]=2)[CH:4]=[CH:3][CH:2]=1. The yield is 0.250. (3) The reactants are [Cl:1][C:2]1[CH:3]=[C:4]([NH:9][C:10]([N:12]2[CH2:17][CH2:16][NH:15][CH2:14][CH2:13]2)=[O:11])[CH:5]=[CH:6][C:7]=1[Cl:8].CCN(C(C)C)C(C)C.[C:27]([CH:30]1[CH2:34][CH2:33][N:32]([C:35]([O:37][C:38]([CH3:41])([CH3:40])[CH3:39])=[O:36])[C@@H:31]1C(O)=O)(O)=[O:28].CN(C(ON1N=NC2C=CC=NC1=2)=[N+](C)C)C.F[P-](F)(F)(F)(F)F. The catalyst is CN(C=O)C. The product is [Cl:1][C:2]1[CH:3]=[C:4]([NH:9][C:10]([N:12]2[CH2:17][CH2:16][N:15]([C:27]([CH:30]3[CH2:34][CH2:33][N:32]([C:35]([O:37][C:38]([CH3:41])([CH3:40])[CH3:39])=[O:36])[CH2:31]3)=[O:28])[CH2:14][CH2:13]2)=[O:11])[CH:5]=[CH:6][C:7]=1[Cl:8]. The yield is 0.990.